From a dataset of Reaction yield outcomes from USPTO patents with 853,638 reactions. Predict the reaction yield, written as a fraction of the theoretical maximum amount of product (1.0 means a 100% yield; for example, 0.34 means a 34% yield). (1) The reactants are [S:1]1[CH:5]=[CH:4][N:3]=[CH:2]1.[Li]CCCC.Br[C:12]1[CH:17]=[CH:16][C:15]([O:18][CH3:19])=[CH:14][CH:13]=1. The catalyst is C1COCC1.[Cl-].[Cl-].[Zn+2].[Pd].C1(P(C2C=CC=CC=2)C2C=CC=CC=2)C=CC=CC=1.C1(P(C2C=CC=CC=2)C2C=CC=CC=2)C=CC=CC=1.C1(P(C2C=CC=CC=2)C2C=CC=CC=2)C=CC=CC=1.C1(P(C2C=CC=CC=2)C2C=CC=CC=2)C=CC=CC=1. The product is [CH3:19][O:18][C:15]1[CH:16]=[CH:17][C:12]([C:2]2[S:1][CH:5]=[CH:4][N:3]=2)=[CH:13][CH:14]=1. The yield is 0.670. (2) The reactants are [C:9](O[C:9]([O:11][C:12]([CH3:15])([CH3:14])[CH3:13])=[O:10])([O:11][C:12]([CH3:15])([CH3:14])[CH3:13])=[O:10].[NH2:16][C:17]([CH3:21])([CH3:20])[CH2:18][OH:19].O. The catalyst is O1CCOCC1.C(=O)(O)[O-].[Na+].C(=O)([O-])[O-].[Na+].[Na+]. The product is [OH:19][CH2:18][C:17]([NH:16][C:9](=[O:10])[O:11][C:12]([CH3:13])([CH3:14])[CH3:15])([CH3:21])[CH3:20]. The yield is 1.11. (3) The reactants are [ClH:1].[N:2]1([CH2:7][CH2:8][CH2:9][O:10][C:11]2[CH:16]=[CH:15][C:14]([C@@H:17]3[O:22][CH2:21][CH2:20][N:19](C(OC(C)(C)C)=O)[CH2:18]3)=[CH:13][CH:12]=2)[CH2:6][CH2:5][CH2:4][CH2:3]1. The product is [ClH:1].[N:2]1([CH2:7][CH2:8][CH2:9][O:10][C:11]2[CH:12]=[CH:13][C:14]([C@@H:17]3[O:22][CH2:21][CH2:20][NH:19][CH2:18]3)=[CH:15][CH:16]=2)[CH2:6][CH2:5][CH2:4][CH2:3]1. The catalyst is C(OCC)(=O)C.CO. The yield is 0.860. (4) The reactants are [NH2:1][C:2]1[N:6]([C:7]2[CH:12]=[CH:11][CH:10]=[CH:9][CH:8]=2)[NH:5][C:4](=[O:13])[C:3]=1[CH3:14].C([O-])([O-])=O.[K+].[K+].[CH3:21][N:22]([CH3:26])[C:23](Cl)=[O:24].O. The catalyst is CN(C=O)C. The product is [CH3:21][N:22]([CH3:26])[C:23](=[O:24])[O:13][C:4]1[C:3]([CH3:14])=[C:2]([NH2:1])[N:6]([C:7]2[CH:12]=[CH:11][CH:10]=[CH:9][CH:8]=2)[N:5]=1. The yield is 0.970. (5) The reactants are C([N:8]1[C:17]2[C:16]3[CH:18]=[CH:19][CH:20]=[CH:21][C:15]=3[N:14]([C:22]([C:24]3[CH:45]=[CH:44][C:27]([CH2:28][NH:29][C:30]([CH:32]4[CH2:37][CH2:36][N:35]([CH2:38][CH2:39][C:40]([CH3:43])([CH3:42])[CH3:41])[CH2:34][CH2:33]4)=[O:31])=[C:26]([CH3:46])[CH:25]=3)=[O:23])[CH2:13][CH2:12][C:11]=2[N:10]=[C:9]1[CH3:47])C1C=CC=CC=1.C1CCCCC=1. The catalyst is C(O)C.[Pd]. The product is [CH3:46][C:26]1[CH:25]=[C:24]([C:22]([N:14]2[CH2:13][CH2:12][C:11]3[N:10]=[C:9]([CH3:47])[NH:8][C:17]=3[C:16]3[CH:18]=[CH:19][CH:20]=[CH:21][C:15]2=3)=[O:23])[CH:45]=[CH:44][C:27]=1[CH2:28][NH:29][C:30]([CH:32]1[CH2:33][CH2:34][N:35]([CH2:38][CH2:39][C:40]([CH3:43])([CH3:42])[CH3:41])[CH2:36][CH2:37]1)=[O:31]. The yield is 0.480. (6) The reactants are [F:1][C:2]1[CH:7]=[CH:6][C:5]([C:8]2([CH2:19][CH2:20][CH2:21][O:22]C3CCCCO3)[C:16]3[C:11](=[CH:12][C:13]([C:17]#[N:18])=[CH:14][CH:15]=3)[CH2:10][O:9]2)=[CH:4][CH:3]=1.O.C1(C)C=CC(S(O)(=O)=O)=CC=1. The catalyst is CO. The product is [F:1][C:2]1[CH:3]=[CH:4][C:5]([C:8]2([CH2:19][CH2:20][CH2:21][OH:22])[C:16]3[C:11](=[CH:12][C:13]([C:17]#[N:18])=[CH:14][CH:15]=3)[CH2:10][O:9]2)=[CH:6][CH:7]=1. The yield is 0.910. (7) The reactants are Cl.[C:2]([CH2:5][O:6][NH2:7])([OH:4])=[O:3].[C:2]([CH2:5][O:6][NH2:7])([OH:4])=[O:3].C(=O)(O)[O-].[Na+].[CH2:19]([S:26](Cl)(=[O:28])=[O:27])[C:20]1[CH:25]=[CH:24][CH:23]=[CH:22][CH:21]=1. The catalyst is O.O1CCCC1.C(OCC)C. The product is [C:20]1([CH2:19][S:26]([NH:7][O:6][CH2:5][C:2]([OH:4])=[O:3])(=[O:28])=[O:27])[CH:25]=[CH:24][CH:23]=[CH:22][CH:21]=1. The yield is 0.410.